Dataset: Forward reaction prediction with 1.9M reactions from USPTO patents (1976-2016). Task: Predict the product of the given reaction. (1) Given the reactants [CH3:1][O:2][CH:3]([O:20][CH3:21])[CH2:4][NH:5][CH:6]([C:12]1[CH:17]=[C:16]([CH3:18])[CH:15]=[CH:14][C:13]=1[F:19])[C:7]([O:9][CH2:10][CH3:11])=[O:8].[C:22](Cl)(=[O:24])[CH3:23], predict the reaction product. The product is: [C:22]([N:5]([CH:6]([C:12]1[CH:17]=[C:16]([CH3:18])[CH:15]=[CH:14][C:13]=1[F:19])[C:7]([O:9][CH2:10][CH3:11])=[O:8])[CH2:4][CH:3]([O:20][CH3:21])[O:2][CH3:1])(=[O:24])[CH3:23]. (2) Given the reactants [OH:1][C:2]1[CH:12]=[CH:11][C:5]([CH:6]=[CH:7][C:8]([OH:10])=[O:9])=[CH:4][C:3]=1[O:13][CH3:14].[CH2:15](O)[CH:16]=[CH:17][CH3:18], predict the reaction product. The product is: [OH:1][C:2]1[CH:12]=[CH:11][C:5]([CH:6]=[CH:7][C:8]([O:10][CH2:15][CH:16]=[CH:17][CH3:18])=[O:9])=[CH:4][C:3]=1[O:13][CH3:14].